This data is from Forward reaction prediction with 1.9M reactions from USPTO patents (1976-2016). The task is: Predict the product of the given reaction. (1) Given the reactants [CH3:1][O:2][C:3](=[O:27])[C:4]([O:7][C:8]1[CH:13]=[CH:12][C:11]([Cl:14])=[CH:10][C:9]=1/[CH:15]=[C:16]1\[C:17](=[O:26])[NH:18][C:19]2[C:24]\1=[CH:23][CH:22]=[C:21]([Cl:25])[CH:20]=2)([CH3:6])[CH3:5].[C:28]([O:32][C:33](O[C:33]([O:32][C:28]([CH3:31])([CH3:30])[CH3:29])=[O:34])=[O:34])([CH3:31])([CH3:30])[CH3:29], predict the reaction product. The product is: [C:28]([O:32][C:33]([N:18]1[C:19]2[C:24](=[CH:23][CH:22]=[C:21]([Cl:25])[CH:20]=2)/[C:16](=[CH:15]/[C:9]2[CH:10]=[C:11]([Cl:14])[CH:12]=[CH:13][C:8]=2[O:7][C:4]([C:3]([O:2][CH3:1])=[O:27])([CH3:6])[CH3:5])/[C:17]1=[O:26])=[O:34])([CH3:31])([CH3:30])[CH3:29]. (2) Given the reactants C[O:2][CH:3](OC)[CH2:4][N:5]([CH2:23][C:24]1[N:28]([CH3:29])[C:27]2[CH:30]=[CH:31][CH:32]=[CH:33][C:26]=2[N:25]=1)[C:6](=[O:22])[O:7][CH2:8][CH:9]1[C:21]2[CH:20]=[CH:19][CH:18]=[CH:17][C:16]=2[C:15]2[C:10]1=[CH:11][CH:12]=[CH:13][CH:14]=2.Cl, predict the reaction product. The product is: [CH3:29][N:28]1[C:27]2[CH:30]=[CH:31][CH:32]=[CH:33][C:26]=2[N:25]=[C:24]1[CH2:23][N:5]([CH2:4][CH:3]=[O:2])[C:6](=[O:22])[O:7][CH2:8][CH:9]1[C:21]2[CH:20]=[CH:19][CH:18]=[CH:17][C:16]=2[C:15]2[C:10]1=[CH:11][CH:12]=[CH:13][CH:14]=2. (3) Given the reactants [CH2:1]([C@H:8]1[CH2:13][CH2:12][O:11][C:10](=[O:14])[N:9]1[C:15](=[O:30])[C@@H:16]([C@@H:21]([C:23]1[CH:24]=[N:25][C:26]([Cl:29])=[CH:27][CH:28]=1)[OH:22])[CH2:17][CH2:18][C:19]#[CH:20])[C:2]1[CH:7]=[CH:6][CH:5]=[CH:4][CH:3]=1.N1C(C)=CC=CC=1C.FC(F)(F)S(O[Si:45]([C:48]([CH3:51])([CH3:50])[CH3:49])([CH3:47])[CH3:46])(=O)=O, predict the reaction product. The product is: [CH2:1]([C@H:8]1[CH2:13][CH2:12][O:11][C:10](=[O:14])[N:9]1[C:15](=[O:30])[C@@H:16]([C@H:21]([O:22][Si:45]([C:48]([CH3:51])([CH3:50])[CH3:49])([CH3:47])[CH3:46])[C:23]1[CH:24]=[N:25][C:26]([Cl:29])=[CH:27][CH:28]=1)[CH2:17][CH2:18][C:19]#[CH:20])[C:2]1[CH:3]=[CH:4][CH:5]=[CH:6][CH:7]=1. (4) Given the reactants [Si]([C:8]1[S:9][C:10]([CH2:37][CH2:38][CH3:39])=[C:11]([CH2:13][C@H:14]2[C@@H:18]([CH2:19][O:20][Si](C(C)(C)C)(C)C)[O:17][C:16]([CH3:29])([CH3:28])[N:15]2[C:30]([O:32][C:33]([CH3:36])([CH3:35])[CH3:34])=[O:31])[N:12]=1)(C(C)(C)C)(C)C.CCCC[N+](CCCC)(CCCC)CCCC.[F-], predict the reaction product. The product is: [OH:20][CH2:19][C@H:18]1[O:17][C:16]([CH3:29])([CH3:28])[N:15]([C:30]([O:32][C:33]([CH3:34])([CH3:35])[CH3:36])=[O:31])[C@H:14]1[CH2:13][C:11]1[N:12]=[CH:8][S:9][C:10]=1[CH2:37][CH2:38][CH3:39].